This data is from Catalyst prediction with 721,799 reactions and 888 catalyst types from USPTO. The task is: Predict which catalyst facilitates the given reaction. (1) Reactant: [H-].[Na+].[Br:3][C:4]1[CH:9]=[CH:8][N:7]=[CH:6][C:5]=1[OH:10].Br[CH2:12][CH:13]1[CH2:15][CH2:14]1.O. Product: [Br:3][C:4]1[CH:9]=[CH:8][N:7]=[CH:6][C:5]=1[O:10][CH2:12][CH:13]1[CH2:15][CH2:14]1. The catalyst class is: 3. (2) The catalyst class is: 358. Reactant: [Cl:1][C:2]1[C:10]2[O:9][CH2:8][CH:7]([O:11][CH3:12])[C:6]=2[C:5]([CH:13]2[C@H:18]([O:19]CC3C=CC=CC=3)[C@@H:17]([O:27]CC3C=CC=CC=3)[C@H:16]([O:35]CC3C=CC=CC=3)[C@@H:15]([CH2:43][O:44]CC3C=CC=CC=3)[O:14]2)=[CH:4][C:3]=1[CH2:52][C:53]1[CH:58]=[CH:57][C:56]([O:59][CH2:60][CH3:61])=[CH:55][CH:54]=1. Product: [Cl:1][C:2]1[C:10]2[O:9][CH2:8][CH:7]([O:11][CH3:12])[C:6]=2[C:5]([C@H:13]2[C@H:18]([OH:19])[C@@H:17]([OH:27])[C@H:16]([OH:35])[C@@H:15]([CH2:43][OH:44])[O:14]2)=[CH:4][C:3]=1[CH2:52][C:53]1[CH:58]=[CH:57][C:56]([O:59][CH2:60][CH3:61])=[CH:55][CH:54]=1. (3) Reactant: [OH:1][C@@H:2]1[C@H:6]2[N:7](C(OCC3C=CC=CC=3)=O)[CH2:8][C@@H:9]([CH3:10])[C@H:5]2[O:4][CH2:3]1.[H][H]. Product: [CH3:10][C@H:9]1[CH2:8][NH:7][C@@H:6]2[C@@H:2]([OH:1])[CH2:3][O:4][C@H:5]12. The catalyst class is: 43. (4) Reactant: [CH3:1][O:2][C:3]([C:5]1[S:6][C:7]([C:12]([CH3:15])([CH3:14])[CH3:13])=[CH:8][C:9]=1[CH2:10]Br)=[O:4].[F:16][C:17]1[CH:24]=[C:23]([C:25]2[CH:30]=[C:29]([C:31]3[CH:32]=[N:33][N:34]([CH3:36])[CH:35]=3)[N:28]=[C:27]([O:37][CH3:38])[CH:26]=2)[CH:22]=[CH:21][C:18]=1[CH2:19][NH2:20].C([O-])([O-])=O.[Cs+].[Cs+]. Product: [CH3:1][O:2][C:3]([C:5]1[S:6][C:7]([C:12]([CH3:15])([CH3:14])[CH3:13])=[CH:8][C:9]=1[CH2:10][NH:20][CH2:19][C:18]1[CH:21]=[CH:22][C:23]([C:25]2[CH:30]=[C:29]([C:31]3[CH:32]=[N:33][N:34]([CH3:36])[CH:35]=3)[N:28]=[C:27]([O:37][CH3:38])[CH:26]=2)=[CH:24][C:17]=1[F:16])=[O:4]. The catalyst class is: 10. (5) Reactant: [CH2:1]([C:3]([CH:12]([CH3:30])[C:13](=[O:29])[C:14]1[CH:28]=[CH:27][C:17]2[N:18]=[C:19]([C:21]3[CH:26]=[CH:25][CH:24]=[CH:23][CH:22]=3)[O:20][C:16]=2[CH:15]=1)([C:8]([O:10]C)=[O:9])[C:4]([O:6]C)=[O:5])[CH3:2].[OH-].[Li+]. Product: [CH2:1]([C:3]([CH:12]([CH3:30])[C:13](=[O:29])[C:14]1[CH:28]=[CH:27][C:17]2[N:18]=[C:19]([C:21]3[CH:22]=[CH:23][CH:24]=[CH:25][CH:26]=3)[O:20][C:16]=2[CH:15]=1)([C:4]([OH:6])=[O:5])[C:8]([OH:10])=[O:9])[CH3:2]. The catalyst class is: 38. (6) Reactant: [N:1]1[CH:6]=[CH:5][CH:4]=[CH:3][C:2]=1[CH2:7][NH:8][CH2:9][C:10]1[CH:32]=[CH:31][C:13]([C:14]([N:16]2[CH2:20][CH2:19][CH2:18][N:17]2[C:21]([O:23][CH2:24][C:25]2[CH:30]=[CH:29][CH:28]=[CH:27][CH:26]=2)=[O:22])=[O:15])=[CH:12][CH:11]=1.[NH:33]1[CH:37]=[CH:36][N:35]=[C:34]1[CH:38]=O.C(O[BH-](OC(=O)C)OC(=O)C)(=O)C.[Na+]. Product: [NH:33]1[CH:37]=[CH:36][N:35]=[C:34]1[CH2:38][N:8]([CH2:9][C:10]1[CH:32]=[CH:31][C:13]([C:14]([N:16]2[CH2:20][CH2:19][CH2:18][N:17]2[C:21]([O:23][CH2:24][C:25]2[CH:30]=[CH:29][CH:28]=[CH:27][CH:26]=2)=[O:22])=[O:15])=[CH:12][CH:11]=1)[CH2:7][C:2]1[CH:3]=[CH:4][CH:5]=[CH:6][N:1]=1. The catalyst class is: 478. (7) Reactant: [CH3:1][NH:2][C@H:3]1[C:12]2[C:7](=[CH:8][CH:9]=[CH:10][CH:11]=2)[C@H:6]([OH:13])[CH2:5][CH2:4]1.C(N(CC)CC)C.[CH3:21][C:22]1[N:26]([CH2:27][C:28]([N:30]2[CH2:35][CH2:34][CH:33]([C:36]3[S:37][CH:38]=[C:39]([C:41](Cl)=[O:42])[N:40]=3)[CH2:32][CH2:31]2)=[O:29])[N:25]=[C:24]([C:44]([F:47])([F:46])[F:45])[CH:23]=1. Product: [CH3:1][N:2]([C@H:3]1[C:12]2[C:7](=[CH:8][CH:9]=[CH:10][CH:11]=2)[C@H:6]([OH:13])[CH2:5][CH2:4]1)[C:41]([C:39]1[N:40]=[C:36]([CH:33]2[CH2:34][CH2:35][N:30]([C:28](=[O:29])[CH2:27][N:26]3[C:22]([CH3:21])=[CH:23][C:24]([C:44]([F:45])([F:47])[F:46])=[N:25]3)[CH2:31][CH2:32]2)[S:37][CH:38]=1)=[O:42]. The catalyst class is: 4. (8) Reactant: [Cl:1][C:2]1[CH:8]=[C:7]([C:9]([F:12])([F:11])[F:10])[CH:6]=[C:5]([F:13])[C:3]=1[NH2:4].CCN(C(C)C)C(C)C.[C:23](Cl)(Cl)=[S:24]. Product: [Cl:1][C:2]1[CH:8]=[C:7]([C:9]([F:12])([F:11])[F:10])[CH:6]=[C:5]([F:13])[C:3]=1[N:4]=[C:23]=[S:24]. The catalyst class is: 2.